The task is: Predict the product of the given reaction.. This data is from Forward reaction prediction with 1.9M reactions from USPTO patents (1976-2016). (1) Given the reactants [Br:1][C:2]1[CH:3]=[C:4]([CH:7]=[CH:8][C:9]=1[Cl:10])[C:5]#[N:6].[N-:11]=[N+:12]=[N-:13].[Na+].[Cl-].[NH4+].C[Si](C=[N+]=[N-])(C)C, predict the reaction product. The product is: [Br:1][C:2]1[CH:3]=[C:4]([C:5]2[N:11]=[N:12][NH:13][N:6]=2)[CH:7]=[CH:8][C:9]=1[Cl:10]. (2) Given the reactants Cl[C:2]1[CH:7]=[C:6]([C:8]([F:11])([F:10])[F:9])[N:5]=[C:4]([C:12]2[CH:17]=[CH:16][CH:15]=[CH:14][CH:13]=2)[N:3]=1.[CH3:18][O:19][C:20]1[CH:26]=[CH:25][C:24]([O:27][CH3:28])=[CH:23][C:21]=1[NH2:22].Cl.[OH-].[Na+], predict the reaction product. The product is: [CH3:18][O:19][C:20]1[CH:26]=[CH:25][C:24]([O:27][CH3:28])=[CH:23][C:21]=1[NH:22][C:2]1[CH:7]=[C:6]([C:8]([F:11])([F:10])[F:9])[N:5]=[C:4]([C:12]2[CH:17]=[CH:16][CH:15]=[CH:14][CH:13]=2)[N:3]=1. (3) The product is: [C:19]([C:14]1[NH:13][C:12]([C:3]2[CH:4]=[C:5]([C:8]([F:11])([F:10])[F:9])[CH:6]=[CH:7][C:2]=2[Cl:1])=[C:16]([C:17]#[N:18])[CH:15]=1)(=[O:21])[CH3:20]. Given the reactants [Cl:1][C:2]1[CH:7]=[CH:6][C:5]([C:8]([F:11])([F:10])[F:9])=[CH:4][C:3]=1[C:12]1[NH:13][CH:14]=[CH:15][C:16]=1[C:17]#[N:18].[C:19](Cl)(=[O:21])[CH3:20], predict the reaction product. (4) Given the reactants [CH3:1][O:2][C:3]1[CH:4]=[C:5]2[C:10](=[CH:11][C:12]=1[O:13][CH3:14])[N:9]=[CH:8][CH:7]=[C:6]2[O:15][C:16]1[CH:21]=[CH:20][C:19]([CH3:22])=[C:18]([CH3:23])[CH:17]=1.[ClH:24].CO, predict the reaction product. The product is: [ClH:24].[CH3:1][O:2][C:3]1[CH:4]=[C:5]2[C:10](=[CH:11][C:12]=1[O:13][CH3:14])[N:9]=[CH:8][CH:7]=[C:6]2[O:15][C:16]1[CH:21]=[CH:20][C:19]([CH3:22])=[C:18]([CH3:23])[CH:17]=1. (5) Given the reactants [C:1]([O:5][C:6]([NH:8][C@@H:9]([CH2:13][CH:14]([CH3:16])[CH3:15])[C:10]([OH:12])=O)=[O:7])([CH3:4])([CH3:3])[CH3:2].[NH:17]1[CH2:22][CH2:21][NH:20][CH2:19][CH2:18]1.C1CCC(N=C=NC2CCCCC2)CC1, predict the reaction product. The product is: [C:1]([O:5][C:6](=[O:7])[NH:8][C@@H:9]([CH2:13][CH:14]([CH3:16])[CH3:15])[C:10](=[O:12])[N:17]1[CH2:22][CH2:21][NH:20][CH2:19][CH2:18]1)([CH3:2])([CH3:3])[CH3:4]. (6) Given the reactants [Br:1][C:2]1[C:3]([C@@H:10]([NH:20][C:21](=[O:39])[CH2:22][N:23]2[C:31]3[C:30]([F:33])([F:32])[CH2:29][CH2:28][C:27]([F:35])([F:34])[C:26]=3[C:25]([CH:36]([F:38])[F:37])=[N:24]2)[CH2:11][C:12]2[CH:17]=[C:16]([F:18])[CH:15]=[C:14]([F:19])[CH:13]=2)=[N:4][C:5]([NH:8][CH3:9])=[N:6][CH:7]=1.BrC1C([C@@H](NC(=O)CN2C3C(F)(F)CCC(F)(F)C=3C(C(F)F)=N2)CC2C=C(F)C=C(F)C=2)=NC(S(C)(=O)=O)=NC=1.[O:81]1[C:85]2([CH2:90]CN[CH2:87][CH2:86]2)[O:84][CH2:83][CH2:82]1, predict the reaction product. The product is: [Br:1][C:2]1[C:3]([C@@H:10]([NH:20][C:21](=[O:39])[CH2:22][N:23]2[C:31]3[C:30]([F:33])([F:32])[CH2:29][CH2:28][C:27]([F:34])([F:35])[C:26]=3[C:25]([CH:36]([F:37])[F:38])=[N:24]2)[CH2:11][C:12]2[CH:13]=[C:14]([F:19])[CH:15]=[C:16]([F:18])[CH:17]=2)=[N:4][C:5]([N:8]2[CH2:87][CH2:86][C:85]3([O:84][CH2:83][CH2:82][O:81]3)[CH2:90][CH2:9]2)=[N:6][CH:7]=1. (7) The product is: [C:11]([O:14][C@H:15]1[C@H:20]([O:21][C:22](=[O:24])[CH3:23])[C@@H:19]([O:25][C:26](=[O:28])[CH3:27])[C@H:18]([C:29]2[CH:34]=[CH:33][C:32]([C:35]#[N:36])=[C:31]([CH2:37][C:38]3[CH:39]=[CH:40][C:41]([O:44][CH2:45][CH:46]=[O:47])=[CH:42][CH:43]=3)[CH:30]=2)[O:17][C@@H:16]1[CH2:48][O:49][C:50](=[O:52])[CH3:51])(=[O:13])[CH3:12]. Given the reactants CS(C)=O.C(Cl)(=O)C(Cl)=O.[C:11]([O:14][C@H:15]1[C@H:20]([O:21][C:22](=[O:24])[CH3:23])[C@@H:19]([O:25][C:26](=[O:28])[CH3:27])[C@H:18]([C:29]2[CH:34]=[CH:33][C:32]([C:35]#[N:36])=[C:31]([CH2:37][C:38]3[CH:43]=[CH:42][C:41]([O:44][CH2:45][CH2:46][OH:47])=[CH:40][CH:39]=3)[CH:30]=2)[O:17][C@@H:16]1[CH2:48][O:49][C:50](=[O:52])[CH3:51])(=[O:13])[CH3:12].C(N(CC)CC)C, predict the reaction product. (8) Given the reactants [C:1]([NH:4][S:5]([C:8]1[CH:13]=[CH:12][CH:11]=[C:10]([C:14]2[CH:23]=[CH:22][C:21]3[CH2:20][CH2:19][CH2:18][C:17](=O)[C:16]=3[CH:15]=2)[N:9]=1)(=[O:7])=[O:6])(=[O:3])[CH3:2].[S:25]1[C:29]2[CH:30]=[CH:31][CH:32]=[CH:33][C:28]=2[N:27]=[C:26]1[NH:34][NH2:35], predict the reaction product. The product is: [C:1]([NH:4][S:5]([C:8]1[CH:13]=[CH:12][CH:11]=[C:10]([C:14]2[CH:23]=[CH:22][C:21]3[CH2:20][CH2:19][CH2:18][C:17](=[N:35][NH:34][C:26]4[S:25][C:29]5[CH:30]=[CH:31][CH:32]=[CH:33][C:28]=5[N:27]=4)[C:16]=3[CH:15]=2)[N:9]=1)(=[O:7])=[O:6])(=[O:3])[CH3:2]. (9) The product is: [C:1]([O:5][C:6]([N:8]1[CH2:9][C@H:10]([NH:34][S:35]([C:38]2[CH:44]=[CH:43][C:41]([CH3:42])=[CH:40][CH:39]=2)(=[O:37])=[O:36])[C@@H:11]([CH2:13][N:14]([CH:31]([CH3:32])[CH3:33])[C:15](=[O:30])[C:16]2[CH:21]=[CH:20][C:19]([O:22][CH3:23])=[C:18]([O:24][CH2:25][CH2:26][CH2:27][O:28][CH3:29])[CH:17]=2)[CH2:12]1)=[O:7])([CH3:3])([CH3:4])[CH3:2]. Given the reactants [C:1]([O:5][C:6]([N:8]1[CH2:12][C@@H:11]([CH2:13][N:14]([CH:31]([CH3:33])[CH3:32])[C:15](=[O:30])[C:16]2[CH:21]=[CH:20][C:19]([O:22][CH3:23])=[C:18]([O:24][CH2:25][CH2:26][CH2:27][O:28][CH3:29])[CH:17]=2)[C@H:10]([NH2:34])[CH2:9]1)=[O:7])([CH3:4])([CH3:3])[CH3:2].[S:35](Cl)([C:38]1[CH:44]=[CH:43][C:41]([CH3:42])=[CH:40][CH:39]=1)(=[O:37])=[O:36].C(N(CC)CC)C.C([O-])(O)=O.[Na+], predict the reaction product.